Dataset: Catalyst prediction with 721,799 reactions and 888 catalyst types from USPTO. Task: Predict which catalyst facilitates the given reaction. (1) Reactant: [OH-].[Li+].[C:3]([C:5]1([C:18]([O:20]CC)=[O:19])[CH2:10][CH2:9][N:8]([C:11]([O:13][C:14]([CH3:17])([CH3:16])[CH3:15])=[O:12])[CH2:7][CH2:6]1)#[N:4]. Product: [C:14]([O:13][C:11]([N:8]1[CH2:9][CH2:10][C:5]([C:3]#[N:4])([C:18]([OH:20])=[O:19])[CH2:6][CH2:7]1)=[O:12])([CH3:17])([CH3:15])[CH3:16]. The catalyst class is: 165. (2) Reactant: [Cl:1][C:2]1[CH:38]=[CH:37][CH:36]=[CH:35][C:3]=1[O:4][C:5]1[CH2:9][N:8]([C@@H:10]([CH2:27][CH:28]2[CH2:33][CH2:32][CH2:31][CH2:30][CH2:29]2)[C:11]([NH:13][C:14]2[CH:18]=[CH:17][N:16]([CH2:19][C@@H:20]3[CH2:24][O:23]C(C)(C)[O:21]3)[N:15]=2)=[O:12])[C:7](=[O:34])[CH:6]=1.Cl. Product: [Cl:1][C:2]1[CH:38]=[CH:37][CH:36]=[CH:35][C:3]=1[O:4][C:5]1[CH2:9][N:8]([C@@H:10]([CH2:27][CH:28]2[CH2:29][CH2:30][CH2:31][CH2:32][CH2:33]2)[C:11]([NH:13][C:14]2[CH:18]=[CH:17][N:16]([CH2:19][C@@H:20]([OH:21])[CH2:24][OH:23])[N:15]=2)=[O:12])[C:7](=[O:34])[CH:6]=1. The catalyst class is: 54. (3) Reactant: [F:1][C:2]([F:6])([F:5])[CH2:3][OH:4].F[C:8]1[CH:13]=[CH:12][C:11]([N+:14]([O-:16])=[O:15])=[CH:10][CH:9]=1. Product: [N+:14]([C:11]1[CH:12]=[CH:13][C:8]([O:4][CH2:3][C:2]([F:6])([F:5])[F:1])=[CH:9][CH:10]=1)([O-:16])=[O:15]. The catalyst class is: 3. (4) Reactant: [CH3:1][C:2]([CH3:24])([CH2:21][CH:22]=[CH2:23])[C:3]([O:5][CH2:6][C@H:7]([NH:14][C:15](=[O:20])[CH2:16][CH2:17][C:18]#[CH:19])[C:8]1[CH:13]=[CH:12][CH:11]=[CH:10][CH:9]=1)=[O:4].[CH2:25]([O:27][SiH:28]([O:32][CH2:33][CH3:34])[O:29][CH2:30][CH3:31])[CH3:26]. Product: [CH3:1][C:2]([CH3:24])([CH2:21][CH:22]=[CH2:23])[C:3]([O:5][CH2:6][C@@H:7]([C:8]1[CH:13]=[CH:12][CH:11]=[CH:10][CH:9]=1)[NH:14][C:15](=[O:20])[CH2:16][CH2:17][C:18]([Si:28]([O:32][CH2:33][CH3:34])([O:29][CH2:30][CH3:31])[O:27][CH2:25][CH3:26])=[CH2:19])=[O:4]. The catalyst class is: 2. (5) Reactant: [Cl:1][C:2]1[CH:11]=[CH:10][C:9]2[C:4](=[CH:5][CH:6]=[C:7]([OH:12])[CH:8]=2)[N:3]=1.CC(C)=O.[CH3:17][O:18][C:19]1[CH:20]=[C:21]([CH:24]=[CH:25][CH:26]=1)[CH2:22]Br. Product: [Cl:1][C:2]1[CH:11]=[CH:10][C:9]2[C:4](=[CH:5][CH:6]=[C:7]([O:12][CH2:22][C:21]3[CH:24]=[CH:25][CH:26]=[C:19]([O:18][CH3:17])[CH:20]=3)[CH:8]=2)[N:3]=1. The catalyst class is: 6.